From a dataset of Peptide-MHC class II binding affinity with 134,281 pairs from IEDB. Regression. Given a peptide amino acid sequence and an MHC pseudo amino acid sequence, predict their binding affinity value. This is MHC class II binding data. The peptide sequence is LKMVEPWLKNNQFCIKV. The MHC is DRB1_1101 with pseudo-sequence DRB1_1101. The binding affinity (normalized) is 0.507.